Dataset: In vitro SARS-CoV-2 activity screen of 1,480 approved drugs from Prestwick library. Task: Binary Classification. Given a drug SMILES string, predict its activity (active/inactive) in a high-throughput screening assay against a specified biological target. (1) The drug is C#C[C@]1(OC(C)=O)CC[C@H]2[C@@H]3CCC4=C/C(=N/O)CC[C@@H]4[C@H]3CC[C@@]21CC. The result is 0 (inactive). (2) The molecule is CCCCc1ccc2nc(NC(=O)OC)[nH]c2c1. The result is 0 (inactive).